From a dataset of Catalyst prediction with 721,799 reactions and 888 catalyst types from USPTO. Predict which catalyst facilitates the given reaction. Reactant: [NH2:1][C:2]1[C:3]2[CH2:18][CH:17]([C:19]3[C:24]([Cl:25])=[CH:23][CH:22]=[CH:21][C:20]=3[Cl:26])[C:16](=[O:27])[NH:15][C:4]=2[N:5]=[C:6]([NH:8][C:9]2[CH:14]=[CH:13][CH:12]=[CH:11][CH:10]=2)[N:7]=1.[H-].[Na+].O.CC(O)=O. Product: [NH2:1][C:2]1[C:3]2[CH:18]=[C:17]([C:19]3[C:24]([Cl:25])=[CH:23][CH:22]=[CH:21][C:20]=3[Cl:26])[C:16](=[O:27])[NH:15][C:4]=2[N:5]=[C:6]([NH:8][C:9]2[CH:14]=[CH:13][CH:12]=[CH:11][CH:10]=2)[N:7]=1. The catalyst class is: 16.